Dataset: Forward reaction prediction with 1.9M reactions from USPTO patents (1976-2016). Task: Predict the product of the given reaction. (1) Given the reactants [Na].[CH3:2][O:3][C:4]([C@@H:6]1[CH2:10][C:9](F)([F:11])[CH2:8][N:7]1S(C1C=CC(C)=CC=1)(=O)=O)=[O:5], predict the reaction product. The product is: [CH3:2][O:3][C:4]([C:6]1[NH:7][CH:8]=[C:9]([F:11])[CH:10]=1)=[O:5]. (2) Given the reactants [CH3:1][S:2]([C:5]1[CH:6]=[CH:7][C:8]([N:11]2[C:15](=[O:16])[CH2:14][C:13]3([CH2:21][CH2:20][NH:19][CH2:18][CH2:17]3)[CH2:12]2)=[N:9][CH:10]=1)(=[O:4])=[O:3].[CH3:22][C:23]1[C:31]([C@@H:32]2[CH2:34][O:33]2)=[CH:30][CH:29]=[C:28]2[C:24]=1[CH2:25][O:26][C:27]2=[O:35], predict the reaction product. The product is: [OH:33][C@H:32]([C:31]1[C:23]([CH3:22])=[C:24]2[C:28](=[CH:29][CH:30]=1)[C:27](=[O:35])[O:26][CH2:25]2)[CH2:34][N:19]1[CH2:20][CH2:21][C:13]2([CH2:12][N:11]([C:8]3[CH:7]=[CH:6][C:5]([S:2]([CH3:1])(=[O:4])=[O:3])=[CH:10][N:9]=3)[C:15](=[O:16])[CH2:14]2)[CH2:17][CH2:18]1. (3) Given the reactants [F:1][C:2]1[CH:11]=[C:10]2[C:5]([CH:6]=[CH:7][C:8](=[O:32])[N:9]2[CH2:12][CH2:13][N:14]2[CH2:18][C@H:17]([OH:19])[C@H:16]([CH2:20][NH:21]C(=O)OCC3C=CC=CC=3)[CH2:15]2)=[CH:4][CH:3]=1, predict the reaction product. The product is: [NH2:21][CH2:20][C@H:16]1[C@@H:17]([OH:19])[CH2:18][N:14]([CH2:13][CH2:12][N:9]2[C:10]3[C:5](=[CH:4][CH:3]=[C:2]([F:1])[CH:11]=3)[CH:6]=[CH:7][C:8]2=[O:32])[CH2:15]1.